This data is from Reaction yield outcomes from USPTO patents with 853,638 reactions. The task is: Predict the reaction yield, written as a fraction of the theoretical maximum amount of product (1.0 means a 100% yield; for example, 0.34 means a 34% yield). (1) The reactants are [Cl:1][C:2]1[C:3]([C:26]([F:29])([F:28])[F:27])=[CH:4][C:5]2[N:9]=[C:8]([CH2:10][CH:11]3[CH2:14][CH:13]([CH:15]=O)[CH2:12]3)[N:7]([CH2:17][O:18][CH2:19][CH2:20][Si:21]([CH3:24])([CH3:23])[CH3:22])[C:6]=2[CH:25]=1.[CH3:30][C:31]1([CH3:54])[O:35][C@@H:34]2[C@@H:36]([CH2:49][NH:50][CH:51]([CH3:53])[CH3:52])[CH2:37][C@@H:38]([N:39]3[C:43]4[N:44]=[CH:45][N:46]=[C:47]([NH2:48])[C:42]=4[CH:41]=[CH:40]3)[C@@H:33]2[O:32]1.[O-]S([O-])(=O)=O.[Mg+2].C([O-])(O)=O.[Na+]. The catalyst is ClCCCl.[Cl-].[Na+].O. The product is [Cl:1][C:2]1[C:3]([C:26]([F:29])([F:27])[F:28])=[CH:4][C:5]2[N:9]=[C:8]([CH2:10][CH:11]3[CH2:12][CH:13]([CH2:15][N:50]([CH2:49][C@@H:36]4[C@H:34]5[O:35][C:31]([CH3:54])([CH3:30])[O:32][C@H:33]5[C@H:38]([N:39]5[C:43]6[N:44]=[CH:45][N:46]=[C:47]([NH2:48])[C:42]=6[CH:41]=[CH:40]5)[CH2:37]4)[CH:51]([CH3:52])[CH3:53])[CH2:14]3)[N:7]([CH2:17][O:18][CH2:19][CH2:20][Si:21]([CH3:24])([CH3:22])[CH3:23])[C:6]=2[CH:25]=1. The yield is 0.450. (2) The reactants are [NH2:1][CH2:2][C:3]1[C:8]([CH2:9][CH3:10])=[N:7][C:6]2[N:11]([CH2:14][CH3:15])[N:12]=[CH:13][C:5]=2[C:4]=1[NH:16][CH:17]1[CH2:22][CH2:21][O:20][CH2:19][CH2:18]1.[CH3:23]C(OC(OC(OC(C)(C)C)=O)=O)(C)C.[H-].[H-].[H-].[H-].[Li+].[Al+3]. The catalyst is C1COCC1. The product is [CH2:14]([N:11]1[C:6]2[N:7]=[C:8]([CH2:9][CH3:10])[C:3]([CH2:2][NH:1][CH3:23])=[C:4]([NH:16][CH:17]3[CH2:18][CH2:19][O:20][CH2:21][CH2:22]3)[C:5]=2[CH:13]=[N:12]1)[CH3:15]. The yield is 0.790. (3) The reactants are [C-:1]#[N:2].[Na+].[NH2:4][C:5]1[CH:10]=[CH:9][C:8]([CH3:11])=[CH:7][CH:6]=1.[CH3:12][N:13]1[CH2:18][CH2:17][C:16](=O)[CH2:15][CH2:14]1.ClCCl. The catalyst is C(O)(=O)C.CC(C)=O. The product is [CH3:12][N:13]1[CH2:18][CH2:17][C:16]([NH:4][C:5]2[CH:10]=[CH:9][C:8]([CH3:11])=[CH:7][CH:6]=2)([C:1]#[N:2])[CH2:15][CH2:14]1. The yield is 0.630. (4) The reactants are [Cl:1][C@H:2]1[C@@H:7]([NH:8][C:9]([C:11]2[NH:12][C:13]([CH2:17][CH3:18])=[C:14]([Cl:16])[N:15]=2)=[O:10])[CH2:6][CH2:5][N:4]([C:19](OC(C)(C)C)=O)[CH2:3]1.Cl.O1CCOCC1.BrC1[S:35][C:36]([C:40]([O:42][CH2:43][CH3:44])=[O:41])=[C:37]([CH3:39])[N:38]=1.C(=O)([O-])[O-].[Na+].[Na+]. No catalyst specified. The product is [Cl:1][C@H:2]1[C@@H:7]([NH:8][C:9]([C:11]2[NH:12][C:13]([CH2:17][CH3:18])=[C:14]([Cl:16])[N:15]=2)=[O:10])[CH2:6][CH2:5][N:4]([C:19]2[S:35][C:36]([C:40]([O:42][CH2:43][CH3:44])=[O:41])=[C:37]([CH3:39])[N:38]=2)[CH2:3]1. The yield is 0.400. (5) The reactants are [CH3:1][O:2][C:3]1[C:12]([NH:13][C:14](=[O:18])OCC)=[N:11][C:10]2[C:5](=[CH:6][CH:7]=[C:8]([O:19][CH3:20])[CH:9]=2)[N:4]=1.[C:21]([C:24]1[CH:29]=[CH:28][C:27]([N:30]2[CH2:35][CH2:34][NH:33][CH2:32][CH2:31]2)=[CH:26][CH:25]=1)(=[O:23])[CH3:22]. No catalyst specified. The product is [CH3:1][O:2][C:3]1[C:12]([NH:13][C:14]([N:33]2[CH2:32][CH2:31][N:30]([C:27]3[CH:26]=[CH:25][C:24]([C:21](=[O:23])[CH3:22])=[CH:29][CH:28]=3)[CH2:35][CH2:34]2)=[O:18])=[N:11][C:10]2[C:5](=[CH:6][CH:7]=[C:8]([O:19][CH3:20])[CH:9]=2)[N:4]=1. The yield is 0.870.